Dataset: Reaction yield outcomes from USPTO patents with 853,638 reactions. Task: Predict the reaction yield, written as a fraction of the theoretical maximum amount of product (1.0 means a 100% yield; for example, 0.34 means a 34% yield). The product is [CH3:11][C:9]1[S:8][C:7]2[C:2]([C:17]([OH:19])=[O:18])=[CH:3][CH:4]=[CH:5][C:6]=2[CH:10]=1. The reactants are Br[C:2]1[C:7]2[S:8][C:9]([CH3:11])=[CH:10][C:6]=2[CH:5]=[CH:4][CH:3]=1.C([Li])CCC.[C:17](=[O:19])=[O:18]. The catalyst is O1CCCC1.C(OCC)C. The yield is 0.312.